From a dataset of Forward reaction prediction with 1.9M reactions from USPTO patents (1976-2016). Predict the product of the given reaction. (1) Given the reactants [F:1][C:2]1[CH:3]=[C:4]([C:8]([C:10]2[C:15](F)=[CH:14][CH:13]=[CH:12][N:11]=2)=O)[CH:5]=[CH:6][CH:7]=1.O.[NH2:18][NH2:19].O, predict the reaction product. The product is: [F:1][C:2]1[CH:3]=[C:4]([C:8]2[C:10]3=[N:11][CH:12]=[CH:13][CH:14]=[C:15]3[NH:19][N:18]=2)[CH:5]=[CH:6][CH:7]=1. (2) Given the reactants [Cl:1][C:2]1[C:3]([O:22][CH2:23][CH2:24][N:25]2[CH2:30][CH2:29][O:28][CH2:27][CH2:26]2)=[CH:4][CH:5]=[C:6]2[C:11]=1[N:10]=[C:9]([C:12]1[N:13]=[C:14]([NH:17][CH:18]([CH3:20])[CH3:19])[O:15][CH:16]=1)[CH:8]=[C:7]2[OH:21].C(=O)([O-])[O-].[Cs+].[Cs+].[CH3:37][O:38][C:39]([C:41]1([NH:46][C:47]([CH:49]2[CH2:53][CH:52](OS(C3C=CC(Br)=CC=3)(=O)=O)[CH2:51][N:50]2[C:65](=O)[CH:66]([NH:71][C:72]([O:74][C:75]([CH3:78])([CH3:77])[CH3:76])=[O:73])[C:67]([CH3:70])([CH3:69])[CH3:68])=[O:48])[CH2:43][CH:42]1[CH:44]=[CH2:45])=[O:40].C(=O)(O)[O-].[Na+], predict the reaction product. The product is: [CH3:37][O:38][C:39]([C:41]1([NH:46][C:47]([CH:49]2[CH2:53][CH:52]([O:21][C:7]3[C:6]4[C:11](=[C:2]([Cl:1])[C:3]([O:22][CH2:23][CH2:24][N:25]5[CH2:26][CH2:27][O:28][CH2:29][CH2:30]5)=[CH:4][CH:5]=4)[N:10]=[C:9]([C:12]4[N:13]=[C:14]([NH:17][CH:18]([CH3:19])[CH3:20])[O:15][CH:16]=4)[CH:8]=3)[CH2:51][N:50]2[CH2:65][CH:66]([NH:71][C:72]([O:74][C:75]([CH3:78])([CH3:77])[CH3:76])=[O:73])[C:67]([CH3:69])([CH3:70])[CH3:68])=[O:48])[CH2:43][CH:42]1[CH:44]=[CH2:45])=[O:40]. (3) Given the reactants C(OC([NH:8][C@H:9]1[CH2:14][CH2:13][C@H:12]([NH:15][C:16]2[N:17]=[N:18][C:19](Cl)=[CH:20][CH:21]=2)[CH2:11][CH2:10]1)=O)(C)(C)C.C(N(CC)CC)C, predict the reaction product. The product is: [N:18]1[CH:19]=[CH:20][CH:21]=[C:16]([NH:15][C@H:12]2[CH2:13][CH2:14][C@H:9]([NH2:8])[CH2:10][CH2:11]2)[N:17]=1. (4) Given the reactants [Cl:1][C:2]1[CH:7]=[C:6]([N+:8]([O-:10])=[O:9])[CH:5]=[CH:4][C:3]=1[CH2:11][CH2:12][OH:13].C(=O)(O)[O-].[Na+], predict the reaction product. The product is: [Cl:1][C:2]1[CH:7]=[C:6]([N+:8]([O-:10])=[O:9])[CH:5]=[CH:4][C:3]=1[CH2:11][CH:12]=[O:13]. (5) The product is: [OH:33][CH2:32][CH2:31][N:30]([CH3:29])[C:17](=[O:19])[C:16]1[CH:15]=[CH:14][C:13]([C@H:5]([C:6]2[CH:11]=[CH:10][CH:9]=[CH:8][C:7]=2[CH3:12])[CH2:4]/[C:3](=[N:2]\[OH:1])/[C:22]2[CH:27]=[CH:26][N:25]=[C:24]([CH3:28])[CH:23]=2)=[CH:21][CH:20]=1. Given the reactants [OH:1]/[N:2]=[C:3](/[C:22]1[CH:27]=[CH:26][N:25]=[C:24]([CH3:28])[CH:23]=1)\[CH2:4][C@H:5]([C:13]1[CH:21]=[CH:20][C:16]([C:17]([OH:19])=O)=[CH:15][CH:14]=1)[C:6]1[CH:11]=[CH:10][CH:9]=[CH:8][C:7]=1[CH3:12].[CH3:29][NH:30][CH2:31][CH2:32][OH:33].F[P-](F)(F)(F)(F)F.N1(O[P+](N(C)C)(N(C)C)N(C)C)C2C=CC=CC=2N=N1, predict the reaction product. (6) The product is: [F:23][C:2]([F:1])([F:22])[C:3]1[CH:4]=[C:5]([C:9]2[CH2:10][CH2:11][NH:12][CH2:13][CH:14]=2)[CH:6]=[N:7][CH:8]=1. Given the reactants [F:1][C:2]([F:23])([F:22])[C:3]1[CH:4]=[C:5]([C:9]2[CH2:10][CH2:11][N:12](C(OC(C)(C)C)=O)[CH2:13][CH:14]=2)[CH:6]=[N:7][CH:8]=1, predict the reaction product. (7) The product is: [C:47]([O:39][NH:30][CH:10]([CH2:11][C:12]1[C:20]2[C:15](=[CH:16][CH:17]=[CH:18][CH:19]=2)[N:14]([CH2:21][C:22]2[CH:23]=[CH:24][C:25]([C:28]#[N:29])=[CH:26][CH:27]=2)[CH:13]=1)[C:9]([NH:73][O:72][C:53]([C:60]1[CH:65]=[CH:64][CH:63]=[CH:62][CH:61]=1)([C:66]1[CH:67]=[CH:68][CH:69]=[CH:70][CH:71]=1)[C:54]1[CH:59]=[CH:58][CH:57]=[CH:56][CH:55]=1)=[O:8])([CH3:48])([CH3:74])[CH3:46]. Given the reactants C([O:8][C:9](=O)[CH:10]([NH:30]C(OC(C)(C)C)=O)[CH2:11][C:12]1[C:20]2[C:15](=[CH:16][CH:17]=[CH:18][CH:19]=2)[N:14]([CH2:21][C:22]2[CH:27]=[CH:26][C:25]([C:28]#[N:29])=[CH:24][CH:23]=2)[CH:13]=1)C1C=CC=CC=1.[OH-:39].[Na+].CCN=C=N[CH2:46][CH2:47][CH2:48]N(C)C.Cl.[C:53]([O:72][NH2:73])([C:66]1[CH:71]=[CH:70][CH:69]=[CH:68][CH:67]=1)([C:60]1[CH:65]=[CH:64][CH:63]=[CH:62][CH:61]=1)[C:54]1[CH:59]=[CH:58][CH:57]=[CH:56][CH:55]=1.[CH2:74]1COCC1, predict the reaction product.